Dataset: Retrosynthesis with 50K atom-mapped reactions and 10 reaction types from USPTO. Task: Predict the reactants needed to synthesize the given product. (1) Given the product CCC(=O)Nc1ccc2[nH]cc(C3CCN(C)CC3)c2c1, predict the reactants needed to synthesize it. The reactants are: CCC(=O)O.CN1CCC(c2c[nH]c3ccc(N)cc23)CC1. (2) The reactants are: CC(C)OC(=O)Cl.CC1(N2CCC(N3C(=O)NC[C@H]4CCCC[C@@H]43)CC2)CCNCC1. Given the product CC(C)OC(=O)N1CCC(C)(N2CCC(N3C(=O)NC[C@H]4CCCC[C@@H]43)CC2)CC1, predict the reactants needed to synthesize it. (3) Given the product CCOC(=O)CN(C)C(=O)Cn1c(=O)c2ccccc2n(CCCCN2CCC(OC(c3ccccc3)c3ccccc3)CC2)c1=O, predict the reactants needed to synthesize it. The reactants are: CCOC(=O)CNC.O=C(O)Cn1c(=O)c2ccccc2n(CCCCN2CCC(OC(c3ccccc3)c3ccccc3)CC2)c1=O. (4) Given the product [N-]=[N+]=NC[C@@H]1C[C@H](OCc2ccccc2)C(O)=C(O)O1, predict the reactants needed to synthesize it. The reactants are: BrCc1ccccc1.[N-]=[N+]=NC[C@@H]1C[C@H](O)C(O)=C(O)O1. (5) Given the product N#Cc1cc([N+](=O)[O-])ccc1N1CCC(NCCO)CC1, predict the reactants needed to synthesize it. The reactants are: N#Cc1cc([N+](=O)[O-])ccc1N1CCC(=O)CC1.NCCO. (6) Given the product COc1ccc(C(=O)N2CC[C@@](CCN3CCC(N4CCCCC4)CC3)(c3ccc(Cl)c(Cl)c3)C2)c(OC)c1, predict the reactants needed to synthesize it. The reactants are: C1CCN(C2CCNCC2)CC1.COc1ccc(C(=O)N2CC[C@](CCOS(C)(=O)=O)(c3ccc(Cl)c(Cl)c3)C2)c(OC)c1. (7) Given the product Nc1cccc(NC(=O)C(=O)N2CCC(Cc3ccc(F)cc3)CC2)c1, predict the reactants needed to synthesize it. The reactants are: O=C(Nc1cccc([N+](=O)[O-])c1)C(=O)N1CCC(Cc2ccc(F)cc2)CC1. (8) Given the product Nc1ccc(-c2ccccc2F)cc1OC(F)(F)F, predict the reactants needed to synthesize it. The reactants are: Nc1ccc(Br)cc1OC(F)(F)F.OB(O)c1ccccc1F. (9) Given the product Cc1cnc(Nc2ccccc2C)c(Br)c1, predict the reactants needed to synthesize it. The reactants are: Cc1ccccc1I.Cc1cnc(N)c(Br)c1.